Regression. Given two drug SMILES strings and cell line genomic features, predict the synergy score measuring deviation from expected non-interaction effect. From a dataset of NCI-60 drug combinations with 297,098 pairs across 59 cell lines. (1) Drug 1: CC1=C2C(C(=O)C3(C(CC4C(C3C(C(C2(C)C)(CC1OC(=O)C(C(C5=CC=CC=C5)NC(=O)C6=CC=CC=C6)O)O)OC(=O)C7=CC=CC=C7)(CO4)OC(=O)C)O)C)OC(=O)C. Drug 2: CCC1(C2=C(COC1=O)C(=O)N3CC4=CC5=C(C=CC(=C5CN(C)C)O)N=C4C3=C2)O.Cl. Cell line: NCIH23. Synergy scores: CSS=24.2, Synergy_ZIP=-4.29, Synergy_Bliss=-1.46, Synergy_Loewe=-7.94, Synergy_HSA=0.0510. (2) Drug 1: COC1=CC(=CC(=C1O)OC)C2C3C(COC3=O)C(C4=CC5=C(C=C24)OCO5)OC6C(C(C7C(O6)COC(O7)C8=CC=CS8)O)O. Drug 2: C1=NC2=C(N1)C(=S)N=C(N2)N. Cell line: A498. Synergy scores: CSS=36.1, Synergy_ZIP=-9.12, Synergy_Bliss=-6.02, Synergy_Loewe=-3.21, Synergy_HSA=-1.64. (3) Drug 1: C1=CC=C(C=C1)NC(=O)CCCCCCC(=O)NO. Cell line: SK-MEL-5. Drug 2: CC1=C(C(=CC=C1)Cl)NC(=O)C2=CN=C(S2)NC3=CC(=NC(=N3)C)N4CCN(CC4)CCO. Synergy scores: CSS=23.8, Synergy_ZIP=-6.17, Synergy_Bliss=-5.21, Synergy_Loewe=-4.93, Synergy_HSA=-4.28. (4) Drug 1: C1=CC(=CC=C1CC(C(=O)O)N)N(CCCl)CCCl.Cl. Synergy scores: CSS=20.6, Synergy_ZIP=-9.32, Synergy_Bliss=-2.86, Synergy_Loewe=-11.3, Synergy_HSA=-3.52. Cell line: SNB-19. Drug 2: CC1=C2C(C(=O)C3(C(CC4C(C3C(C(C2(C)C)(CC1OC(=O)C(C(C5=CC=CC=C5)NC(=O)OC(C)(C)C)O)O)OC(=O)C6=CC=CC=C6)(CO4)OC(=O)C)O)C)O. (5) Drug 1: CC1=C2C(C(=O)C3(C(CC4C(C3C(C(C2(C)C)(CC1OC(=O)C(C(C5=CC=CC=C5)NC(=O)OC(C)(C)C)O)O)OC(=O)C6=CC=CC=C6)(CO4)OC(=O)C)O)C)O. Drug 2: C1CC(=O)NC(=O)C1N2C(=O)C3=CC=CC=C3C2=O. Cell line: PC-3. Synergy scores: CSS=17.6, Synergy_ZIP=-0.286, Synergy_Bliss=-2.79, Synergy_Loewe=-17.4, Synergy_HSA=-2.69. (6) Drug 1: C1=CC(=C2C(=C1NCCNCCO)C(=O)C3=C(C=CC(=C3C2=O)O)O)NCCNCCO. Drug 2: C1CNP(=O)(OC1)N(CCCl)CCCl. Cell line: SF-539. Synergy scores: CSS=53.7, Synergy_ZIP=16.7, Synergy_Bliss=16.6, Synergy_Loewe=-23.0, Synergy_HSA=11.8.